Dataset: Full USPTO retrosynthesis dataset with 1.9M reactions from patents (1976-2016). Task: Predict the reactants needed to synthesize the given product. (1) Given the product [F:18][C:15]1[CH:16]=[CH:17][C:12]([CH2:11][C:6]2[C:7]3[C:8](=[O:10])[O:9][C:22](=[O:24])[NH:1][C:2]=3[CH:3]=[CH:4][C:5]=2[O:19][CH3:20])=[CH:13][CH:14]=1, predict the reactants needed to synthesize it. The reactants are: [NH2:1][C:2]1[C:7]([C:8]([OH:10])=[O:9])=[C:6]([CH2:11][C:12]2[CH:17]=[CH:16][C:15]([F:18])=[CH:14][CH:13]=2)[C:5]([O:19][CH3:20])=[CH:4][CH:3]=1.Cl[C:22](Cl)([O:24]C(=O)OC(Cl)(Cl)Cl)Cl. (2) The reactants are: [CH2:1]([N:8]1[C:12]([CH3:13])=[C:11]([C:14]([OH:16])=O)[CH:10]=[N:9]1)[C:2]1[CH:7]=[CH:6][CH:5]=[CH:4][CH:3]=1.Cl.C(N=C=NCCCN(C)C)C.C1C=C2N=NN(O)C2=CC=1.N.[NH2:40][CH2:41][C:42]1[C:43]([OH:50])=[N:44][C:45]([CH3:49])=[CH:46][C:47]=1[CH3:48]. Given the product [CH2:1]([N:8]1[C:12]([CH3:13])=[C:11]([C:14]([NH:40][CH2:41][C:42]2[C:43]([OH:50])=[N:44][C:45]([CH3:49])=[CH:46][C:47]=2[CH3:48])=[O:16])[CH:10]=[N:9]1)[C:2]1[CH:3]=[CH:4][CH:5]=[CH:6][CH:7]=1, predict the reactants needed to synthesize it.